This data is from Full USPTO retrosynthesis dataset with 1.9M reactions from patents (1976-2016). The task is: Predict the reactants needed to synthesize the given product. (1) Given the product [Cl:4][C:5]1[CH:10]=[CH:9][C:8]([C:11]2[S:15][C:14]([C:16]([N:2]([CH3:3])[CH3:1])=[O:17])=[C:13]([C:19]3[CH:24]=[CH:23][C:22]([S:25](=[O:28])(=[O:27])[NH2:26])=[CH:21][CH:20]=3)[C:12]=2[CH3:29])=[CH:7][CH:6]=1, predict the reactants needed to synthesize it. The reactants are: [CH3:1][NH:2][CH3:3].[Cl:4][C:5]1[CH:10]=[CH:9][C:8]([C:11]2[S:15][C:14]([C:16](O)=[O:17])=[C:13]([C:19]3[CH:24]=[CH:23][C:22]([S:25](=[O:28])(=[O:27])[NH2:26])=[CH:21][CH:20]=3)[C:12]=2[CH3:29])=[CH:7][CH:6]=1.CN(C(ON1N=NC2C=CC=NC1=2)=[N+](C)C)C.F[P-](F)(F)(F)(F)F.CCN(C(C)C)C(C)C. (2) Given the product [Br:27][C:15]1[C:14]2[C:19](=[CH:20][CH:21]=[C:12]([O:11][C@H:8]3[CH2:9][CH2:10][C@H:5]([C:1]([CH3:4])([CH3:3])[CH3:2])[CH2:6][CH2:7]3)[CH:13]=2)[N:18]=[C:17]([CH3:22])[CH:16]=1, predict the reactants needed to synthesize it. The reactants are: [C:1]([C@H:5]1[CH2:10][CH2:9][C@H:8]([O:11][C:12]2[CH:13]=[C:14]3[C:19](=[CH:20][CH:21]=2)[N:18]=[C:17]([CH3:22])[CH:16]=[C:15]3C(F)(F)F)[CH2:7][CH2:6]1)([CH3:4])([CH3:3])[CH3:2].[Br:27]C1C2C(=CC=C(O)C=2)N=C(C)C=1. (3) Given the product [NH:34]1[CH:7]=[CH:2][C:3]([C:9]2[CH:13]=[CH:12][O:11][N:10]=2)=[N:35]1, predict the reactants needed to synthesize it. The reactants are: Cl[C:2]1[CH:7]=CC=C(F)[C:3]=1[C:9]1[C:13](C#N)=[C:12](/C(/C(=O)C(F)(F)F)=C/N(C)C)[O:11][N:10]=1.ClC1C=C([NH:34][NH2:35])C=CC=1.CCN(C(C)C)C(C)C. (4) Given the product [CH3:1][C:2]1[CH:7]=[C:6]([O:8][C:9]2[CH:10]=[CH:11][C:12]([O:15][C:16]3[CH:21]=[CH:20][CH:19]=[CH:18][CH:17]=3)=[CH:13][CH:14]=2)[CH:5]=[C:4]([CH3:22])[C:3]=1[C:23]1[N:24]=[C:25]([NH:28][C:37](=[O:44])[C:38]2[CH:43]=[CH:42][N:41]=[CH:40][CH:39]=2)[S:26][CH:27]=1, predict the reactants needed to synthesize it. The reactants are: [CH3:1][C:2]1[CH:7]=[C:6]([O:8][C:9]2[CH:14]=[CH:13][C:12]([O:15][C:16]3[CH:21]=[CH:20][CH:19]=[CH:18][CH:17]=3)=[CH:11][CH:10]=2)[CH:5]=[C:4]([CH3:22])[C:3]=1[C:23]1[N:24]=[C:25]([NH2:28])[S:26][CH:27]=1.C(N(CC)CC)C.Cl.[C:37](Cl)(=[O:44])[C:38]1[CH:43]=[CH:42][N:41]=[CH:40][CH:39]=1.